From a dataset of Peptide-MHC class II binding affinity with 134,281 pairs from IEDB. Regression. Given a peptide amino acid sequence and an MHC pseudo amino acid sequence, predict their binding affinity value. This is MHC class II binding data. (1) The peptide sequence is YDKFLANVSIVLTGK. The MHC is DRB1_1302 with pseudo-sequence DRB1_1302. The binding affinity (normalized) is 0.884. (2) The peptide sequence is IGITDRDFIEGVHGG. The MHC is DRB1_0901 with pseudo-sequence DRB1_0901. The binding affinity (normalized) is 0.337.